This data is from Experimentally validated miRNA-target interactions with 360,000+ pairs, plus equal number of negative samples. The task is: Binary Classification. Given a miRNA mature sequence and a target amino acid sequence, predict their likelihood of interaction. (1) The miRNA is hsa-miR-6741-3p with sequence UCGGCUCUCUCCCUCACCCUAG. The protein sequence of the target gene is MSGLLTDPEQRAQEPRYPGFVLGLDVGSSVIRCHVYDRAARVCGSSVQKVENLYPQIGWVEIDPDVLWIQFVAVIKEAVKAAGIQMNQIVGLGISTQRATFITWNKKTGNHFHNFISWQDLRAVELVKSWNNSLLMKIFHSSCRVLHFFTRSKRLFTASLFTFTTQQTSLRLVWILQNLTEVQKAVEEENCCFGTIDTWLLYKLTKGSVYATDFSNASTTGLFDPYKMCWSGMITSLISIPLSLLPPVRDTSHNFGSVDEEIFGVPIPIVALVADQQSAMFGECCFQTGDVKLTMGTGTF.... Result: 1 (interaction). (2) The miRNA is hsa-miR-335-5p with sequence UCAAGAGCAAUAACGAAAAAUGU. The protein sequence of the target gene is MAVYVGMLRLGRLCAGSSGVLGARAALSRSWQEARLQGVRFLSSREVDRMVSTPIGGLSYVQGCTKKHLNSKTVGQCLETTAQRVPEREALVVLHEDVRLTFAQLKEEVDKAASGLLSIGLCKGDRLGMWGPNSYAWVLMQLATAQAGIILVSVNPAYQAMELEYVLKKVGCKALVFPKQFKTQQYYNVLKQICPEVENAQPGALKSQRLPDLTTVISVDAPLPGTLLLDEVVAAGSTRQHLDQLQYNQQFLSCHDPINIQFTSGTTGSPKGATLSHYNIVNNSNILGERLKLHEKTPEQ.... Result: 1 (interaction). (3) The miRNA is bta-miR-150 with sequence UCUCCCAACCCUUGUACCAGUGU. The protein sequence of the target gene is MASRESGGSRAAALLLVLGVERALALPEICTLCPGGMHNLSRVAAYCEDTSKLMQARCCLNQKGTILGLDLQNCSLKDPGPNFLQAYTAIIIDLQANPLKDDLANTFRGFTQLQTLILPQDVPCPGGSNAWDNVTSFKDKQICQGQRDLCNSTGSPEMCPENGSCASDGPGLLQCVCADGFHGYKCMRQGSFSLLMFFGILGSTTLAISILLWGTQRRKAKAS. Result: 0 (no interaction). (4) The miRNA is hsa-miR-615-3p with sequence UCCGAGCCUGGGUCUCCCUCUU. The protein sequence of the target gene is MSVRTLPLLFLNLGGEMLYILDQRLRAQNIPGDKARKDEWTEVDRKRVLNDIISTMFNRKFMEELFKPQELYSKKALRTVYERLAHASIMKLNQASMDKLYDLMTMAFKYQVLLCPRPKDVLLVTFNHLDTIKGFIRDSPTILQQVDETLRQLTEIYGGLSAGEFQLIRQTLLIFFQDLHIRVSMFLKDKVQNNNGRFVLPVSGPVPWGTEVPGLIRMFNNKGEEVKRIEFKHGGNYVPAPKEGSFELYGDRVLKLGTNMYSVNQPVETHVSGSSKNLASWTQESIAPNPLAKEELNFLA.... Result: 0 (no interaction).